From a dataset of Reaction yield outcomes from USPTO patents with 853,638 reactions. Predict the reaction yield, written as a fraction of the theoretical maximum amount of product (1.0 means a 100% yield; for example, 0.34 means a 34% yield). (1) The yield is 0.750. The reactants are [NH2:1][C@H:2]1[C:11]2[C:6](=[CH:7][CH:8]=[C:9]([O:12][CH3:13])[N:10]=2)[N:5]([C:14](=[O:16])[CH3:15])[C@@H:4]([CH:17]2[CH2:19][CH2:18]2)[C@@H:3]1[CH3:20].Br[C:22]1[CH:27]=[CH:26][CH:25]=[CH:24][CH:23]=1.CC(C)([O-])C.[Na+].CN(C1C(C2C(P(C3CCCCC3)C3CCCCC3)=CC=CC=2)=CC=CC=1)C. The catalyst is O1CCOCC1.C(Cl)Cl.C1C=CC(/C=C/C(/C=C/C2C=CC=CC=2)=O)=CC=1.C1C=CC(/C=C/C(/C=C/C2C=CC=CC=2)=O)=CC=1.C1C=CC(/C=C/C(/C=C/C2C=CC=CC=2)=O)=CC=1.[Pd].[Pd]. The product is [CH:17]1([C@H:4]2[C@H:3]([CH3:20])[C@@H:2]([NH:1][C:22]3[CH:27]=[CH:26][CH:25]=[CH:24][CH:23]=3)[C:11]3[C:6](=[CH:7][CH:8]=[C:9]([O:12][CH3:13])[N:10]=3)[N:5]2[C:14](=[O:16])[CH3:15])[CH2:19][CH2:18]1. (2) The reactants are [C:1]1(=O)[CH2:5][CH2:4][CH2:3][C:2]1=O.[O:8]=[C:9]([CH3:17])[CH2:10][S:11][CH2:12][C:13]([O:15][CH3:16])=[O:14].C(=O)([O-])[O-].[K+].[K+]. The catalyst is CN(C=O)C. The product is [CH3:16][O:15][C:13]([C:12]1[S:11][C:10]([C:9](=[O:8])[CH3:17])=[C:1]2[CH2:5][CH2:4][CH2:3][C:2]=12)=[O:14]. The yield is 0.0450.